Dataset: Forward reaction prediction with 1.9M reactions from USPTO patents (1976-2016). Task: Predict the product of the given reaction. (1) Given the reactants [CH3:1][C:2]1[C:10]2[C:9]([C:11]([C:13]3[NH:17][C:16]4[CH:18]=[CH:19][C:20]([C:22]#[N:23])=[CH:21][C:15]=4[N:14]=3)=[O:12])=[C:8]([CH3:24])[CH:7]=[C:6]([CH3:25])[C:5]=2[NH:4][CH:3]=1.[Li+].[BH4-].C1COCC1, predict the reaction product. The product is: [OH:12][CH:11]([C:9]1[C:8]([CH3:24])=[CH:7][C:6]([CH3:25])=[C:5]2[C:10]=1[C:2]([CH3:1])=[CH:3][NH:4]2)[C:13]1[NH:17][C:16]2[CH:18]=[CH:19][C:20]([C:22]#[N:23])=[CH:21][C:15]=2[N:14]=1. (2) Given the reactants [F:1][C:2]1[CH:8]=[CH:7][C:6]([N:9]2[CH2:14][CH2:13][O:12][CH2:11][CH2:10]2)=[CH:5][C:3]=1[NH2:4].C[Al](C)C.[NH:19](/[C:23](/[CH3:29])=[CH:24]\[C:25](OC)=[O:26])[C:20]([CH3:22])=O, predict the reaction product. The product is: [F:1][C:2]1[CH:8]=[CH:7][C:6]([N:9]2[CH2:14][CH2:13][O:12][CH2:11][CH2:10]2)=[CH:5][C:3]=1[N:4]1[C:25](=[O:26])[CH:24]=[C:23]([CH3:29])[N:19]=[C:20]1[CH3:22]. (3) Given the reactants [CH3:1][O:2][C:3](=[O:31])[C:4]1[CH:9]=[C:8]([Sn](C)(C)C)[CH:7]=[C:6]([C:14](=[O:30])[C:15]2[CH:20]=[CH:19][C:18]([N:21]([C:23]3[CH:28]=[CH:27][C:26]([Cl:29])=[CH:25][CH:24]=3)[CH3:22])=[CH:17][N:16]=2)[CH:5]=1.[C:32](Cl)(=[O:39])[C:33]1[CH:38]=[CH:37][CH:36]=[CH:35][CH:34]=1, predict the reaction product. The product is: [CH3:1][O:2][C:3](=[O:31])[C:4]1[CH:5]=[C:6]([C:14](=[O:30])[C:15]2[CH:20]=[CH:19][C:18]([N:21]([C:23]3[CH:28]=[CH:27][C:26]([Cl:29])=[CH:25][CH:24]=3)[CH3:22])=[CH:17][N:16]=2)[CH:7]=[C:8]([C:32](=[O:39])[C:33]2[CH:38]=[CH:37][CH:36]=[CH:35][CH:34]=2)[CH:9]=1. (4) Given the reactants C([O:3][C:4](=[O:30])[C@H:5]([CH2:20][C:21]1[N:25]=[C:24]([S:26][CH2:27][CH2:28][CH3:29])[NH:23][CH:22]=1)[N:6](CC1C=CC=CC=1Cl)[C:7](=[O:11])[CH2:8][CH2:9][CH3:10])C.[CH2:31](O)[CH3:32].[OH-].[K+].[ClH:36], predict the reaction product. The product is: [Cl:36][C:22]1[CH:21]=[CH:20][CH:5]=[CH:4][C:31]=1[CH2:32][N:25]1[C:21]([CH2:20][C@@H:5]([C:4]([OH:3])=[O:30])[NH:6][C:7](=[O:11])[CH2:8][CH2:9][CH3:10])=[CH:22][N:23]=[C:24]1[S:26][CH2:27][CH2:28][CH3:29].